From a dataset of Catalyst prediction with 721,799 reactions and 888 catalyst types from USPTO. Predict which catalyst facilitates the given reaction. (1) Reactant: [CH3:1][O:2][C:3]1[CH:35]=[C:34]([O:36][CH3:37])[CH:33]=[CH:32][C:4]=1[CH2:5][N:6]1[CH2:14][C:13]2[C:12]([F:15])=[C:11]([NH:16][C@H:17]([CH2:21][CH:22]([CH3:24])[CH3:23])[C:18](O)=[O:19])[N:10]=[C:9]([C:25]3[CH:26]=[N:27][N:28]([CH3:30])[CH:29]=3)[C:8]=2[C:7]1=[O:31].Cl.CN.C[CH2:42][N:43](C(C)C)C(C)C.CN(C(ON1N=NC2C=CC=NC1=2)=[N+](C)C)C.F[P-](F)(F)(F)(F)F.CN.CCN=C=NCCCN(C)C.Cl.C1C=C2N=NN(O)C2=CC=1.O. Product: [CH3:1][O:2][C:3]1[CH:35]=[C:34]([O:36][CH3:37])[CH:33]=[CH:32][C:4]=1[CH2:5][N:6]1[CH2:14][C:13]2[C:12]([F:15])=[C:11]([NH:16][C@H:17]([CH2:21][CH:22]([CH3:23])[CH3:24])[C:18]([NH:43][CH3:42])=[O:19])[N:10]=[C:9]([C:25]3[CH:26]=[N:27][N:28]([CH3:30])[CH:29]=3)[C:8]=2[C:7]1=[O:31]. The catalyst class is: 3. (2) Reactant: [H-].[H-].[H-].[H-].[Li+].[Al+3].C([O:9][C:10](=O)[C:11]([CH3:30])([CH3:29])[CH2:12][CH2:13][CH2:14][CH2:15][CH2:16][CH2:17][CH2:18][CH2:19][CH2:20][C:21]([CH3:28])([CH3:27])[C:22](OCC)=[O:23])C.O.Cl. Product: [CH3:27][C:21]([CH3:28])([CH2:20][CH2:19][CH2:18][CH2:17][CH2:16][CH2:15][CH2:14][CH2:13][CH2:12][C:11]([CH3:30])([CH3:29])[CH2:10][OH:9])[CH2:22][OH:23]. The catalyst class is: 27.